From a dataset of Peptide-MHC class I binding affinity with 185,985 pairs from IEDB/IMGT. Regression. Given a peptide amino acid sequence and an MHC pseudo amino acid sequence, predict their binding affinity value. This is MHC class I binding data. (1) The peptide sequence is EAFETQSGAL. The MHC is HLA-A02:01 with pseudo-sequence HLA-A02:01. The binding affinity (normalized) is 0.116. (2) The peptide sequence is IATESIVIW. The MHC is HLA-B57:02 with pseudo-sequence YYAMYGENMASTYENIAYIVYNYYTWAVRAYLWY. The binding affinity (normalized) is 0.664.